This data is from Forward reaction prediction with 1.9M reactions from USPTO patents (1976-2016). The task is: Predict the product of the given reaction. (1) Given the reactants Cl[C:2]1[CH:7]=[CH:6][C:5]([CH3:8])=[CH:4][CH:3]=1.[C:9]1(B(O)O)[CH:14]=[CH:13]C=[CH:11][CH:10]=1.[F-].[Cs+].O1CCOC[CH2:21]1, predict the reaction product. The product is: [CH3:21][C:2]1[CH:7]=[CH:6][C:5]([C:8]2[CH:13]=[CH:14][CH:9]=[CH:10][CH:11]=2)=[CH:4][CH:3]=1. (2) Given the reactants [NH2:1][C:2]1[CH:11]=[CH:10][C:5]([C:6]([O:8][CH3:9])=[O:7])=[CH:4][CH:3]=1.C(NC(C)C)(C)C.[F:19][C:20]1[CH:28]=[CH:27][CH:26]=[CH:25][C:21]=1[C:22](Cl)=[O:23], predict the reaction product. The product is: [F:19][C:20]1[CH:28]=[CH:27][CH:26]=[CH:25][C:21]=1[C:22]([NH:1][C:2]1[CH:3]=[CH:4][C:5]([C:6]([O:8][CH3:9])=[O:7])=[CH:10][CH:11]=1)=[O:23]. (3) Given the reactants [NH:1]1[CH2:6][CH2:5][CH2:4][CH2:3][CH2:2]1.Cl[CH2:8][C:9]([C:11]1[CH:12]=[C:13]2[C:17](=[CH:18][CH:19]=1)[NH:16][C:15]([C:20]([O:22][CH2:23][CH3:24])=[O:21])=[CH:14]2)=[O:10], predict the reaction product. The product is: [CH2:23]([O:22][C:20]([C:15]1[NH:16][C:17]2[C:13]([CH:14]=1)=[CH:12][C:11]([C:9](=[O:10])[CH2:8][N:1]1[CH2:6][CH2:5][CH2:4][CH2:3][CH2:2]1)=[CH:19][CH:18]=2)=[O:21])[CH3:24].